This data is from Full USPTO retrosynthesis dataset with 1.9M reactions from patents (1976-2016). The task is: Predict the reactants needed to synthesize the given product. Given the product [OH:48][CH2:47][C:28]1[C:29]([N:33]2[C:45](=[O:46])[C:44]3[S:43][C:42]4[CH2:41][CH2:40][CH2:39][CH2:38][C:37]=4[C:36]=3[CH:35]=[N:34]2)=[N:30][CH:31]=[CH:32][C:27]=1[C:4]1[CH:5]=[C:6]([NH:9][C:10]2[CH:15]=[CH:14][C:13]([N:16]3[CH2:21][CH2:20][N:19]([CH:22]4[CH2:23][O:24][CH2:25]4)[CH2:18][C@H:17]3[CH3:26])=[CH:12][N:11]=2)[C:7](=[O:8])[N:2]([CH3:1])[CH:3]=1, predict the reactants needed to synthesize it. The reactants are: [CH3:1][N:2]1[C:7](=[O:8])[C:6]([NH:9][C:10]2[CH:15]=[CH:14][C:13]([N:16]3[CH2:21][CH2:20][N:19]([CH:22]4[CH2:25][O:24][CH2:23]4)[CH2:18][C@H:17]3[CH3:26])=[CH:12][N:11]=2)=[CH:5][C:4]([C:27]2[CH:32]=[CH:31][N:30]=[C:29]([N:33]3[C:45](=[O:46])[C:44]4[S:43][C:42]5[CH2:41][CH2:40][CH2:39][CH2:38][C:37]=5[C:36]=4[CH:35]=[N:34]3)[C:28]=2[CH:47]=[O:48])=[CH:3]1.[BH4-].[Na+].